Dataset: Forward reaction prediction with 1.9M reactions from USPTO patents (1976-2016). Task: Predict the product of the given reaction. Given the reactants [CH:1]1([CH2:4][O:5][C:6]2[N:11]=[C:10]([C:12]([OH:14])=O)[CH:9]=[CH:8][C:7]=2[N:15]2[CH2:18][C:17]([F:20])([F:19])[CH2:16]2)[CH2:3][CH2:2]1.Cl.[C@@H:22]12[CH2:28][C@@H:25]([CH2:26][CH2:27]1)[CH2:24][NH:23]2.CN(C(ON1N=NC2C=CC=CC1=2)=[N+](C)C)C.[B-](F)(F)(F)F.CCN(C(C)C)C(C)C, predict the reaction product. The product is: [C@@H:22]12[CH2:28][C@@H:25]([CH2:26][CH2:27]1)[CH2:24][N:23]2[C:12]([C:10]1[CH:9]=[CH:8][C:7]([N:15]2[CH2:18][C:17]([F:20])([F:19])[CH2:16]2)=[C:6]([O:5][CH2:4][CH:1]2[CH2:2][CH2:3]2)[N:11]=1)=[O:14].